From a dataset of TCR-epitope binding with 47,182 pairs between 192 epitopes and 23,139 TCRs. Binary Classification. Given a T-cell receptor sequence (or CDR3 region) and an epitope sequence, predict whether binding occurs between them. (1) The epitope is QIKVRVKMV. The TCR CDR3 sequence is CSVEGTSGRGEQFF. Result: 0 (the TCR does not bind to the epitope). (2) The epitope is ILHCANFNV. The TCR CDR3 sequence is CASTISGNEQFF. Result: 0 (the TCR does not bind to the epitope).